Dataset: Reaction yield outcomes from USPTO patents with 853,638 reactions. Task: Predict the reaction yield, written as a fraction of the theoretical maximum amount of product (1.0 means a 100% yield; for example, 0.34 means a 34% yield). (1) The reactants are [S:1]1[C:5]2[CH:6]=[CH:7][CH:8]=[CH:9][C:4]=2[N:3]=[C:2]1[N:10]1[C:14](=[O:15])[C:13](=[CH:16]N(C)C)[C:12]([CH3:20])=[N:11]1.[OH-:21].[Na+]. The catalyst is C1(C)C=CC=CC=1.CN(C=O)C. The product is [S:1]1[C:5]2[CH:6]=[CH:7][CH:8]=[CH:9][C:4]=2[N:3]=[C:2]1[N:10]1[C:14](=[O:15])[C:13]([CH:16]=[O:21])=[C:12]([CH3:20])[NH:11]1. The yield is 1.00. (2) The reactants are COC(C1C=C(C2N=CSC=2)N(C2N=NC(Cl)=CC=2)N=1)=O.C[O:23][C:24]([C:26]1[CH:30]=[C:29]([C:31]2[N:32]=[CH:33][S:34][CH:35]=2)[N:28]([C:36]2[N:37]=[N:38][C:39]([O:42][CH3:43])=[CH:40][CH:41]=2)[N:27]=1)=[O:25].C[O-].[Na+].Cl. The catalyst is CO.O. The product is [CH3:43][O:42][C:39]1[N:38]=[N:37][C:36]([N:28]2[C:29]([C:31]3[N:32]=[CH:33][S:34][CH:35]=3)=[CH:30][C:26]([C:24]([OH:25])=[O:23])=[N:27]2)=[CH:41][CH:40]=1. The yield is 0.740. (3) The reactants are [F:1][C:2]1[CH:3]=[C:4]([C:10]2[N:11]=[CH:12][C:13]3[C:18]4([CH2:20][CH2:19]4)[CH2:17][NH:16][C:14]=3[N:15]=2)[CH:5]=[CH:6][C:7]=1[O:8][CH3:9].[F-].[Cs+].[O:23]1[CH2:28][CH2:27][O:26][CH2:25][CH2:24]1. The catalyst is [Cu]I. The product is [F:1][C:2]1[CH:3]=[C:4]([C:10]2[N:11]=[CH:12][C:13]3[C:18]4([CH2:19][CH2:20]4)[CH2:17][N:16]([C:2]4[CH:3]=[C:25]([CH:24]=[CH:6][CH:7]=4)[O:26][CH2:27][C:28]([N:11]([CH3:12])[CH3:10])=[O:23])[C:14]=3[N:15]=2)[CH:5]=[CH:6][C:7]=1[O:8][CH3:9]. The yield is 0.120. (4) The reactants are [F:1][C:2]1[CH:11]=[C:10]2[C:5]([CH2:6][CH2:7][C:8](=[O:13])[N:9]2[CH3:12])=[CH:4][C:3]=1B1OC(C)(C)C(C)(C)O1.Br[C:24]1[C:33]2[CH2:32][CH2:31][CH2:30][CH:29]([NH:34][C:35](=[O:38])[CH2:36][CH3:37])[C:28]=2[CH:27]=[N:26][CH:25]=1.C([O-])([O-])=O.[Na+].[Na+]. The catalyst is CN(C=O)C. The product is [F:1][C:2]1[CH:11]=[C:10]2[C:5]([CH2:6][CH2:7][C:8](=[O:13])[N:9]2[CH3:12])=[CH:4][C:3]=1[C:24]1[C:33]2[CH2:32][CH2:31][CH2:30][CH:29]([NH:34][C:35](=[O:38])[CH2:36][CH3:37])[C:28]=2[CH:27]=[N:26][CH:25]=1. The yield is 0.630. (5) The reactants are C[C@H]1CO[C@@]2(O[C@H:8]3[CH2:10][C@H:11]4[C@@H:16]5[CH2:17][CH:18]=[C:19]6[CH2:24][C@@H](O)[CH2:22][CH2:21][C@:20]6([CH3:26])[C@H:15]5[CH2:14][CH2:13][C@:12]4([CH3:27])[C@H:7]3[C@@H:6]2[CH3:28])CC1.[OH:31]O.[C:33]([O-:36])(O)=O.[Na+]. The catalyst is C(O)(=O)C.C(OC(=O)C)(=O)C.[OH-].[O-2].[P-3].[Mo]. The product is [CH3:28][C:6]([C:7]1[C@@:12]2([CH3:27])[CH2:13][CH2:14][C@@H:15]3[C@@:20]4([CH3:26])[CH2:21][CH2:22][C@H:33]([OH:36])[CH2:24][C:19]4=[CH:18][CH2:17][C@H:16]3[C@@H:11]2[CH2:10][CH:8]=1)=[O:31]. The yield is 0.950. (6) The reactants are [Cl:1][C:2]1[CH:7]=[CH:6][C:5]([CH:8]([CH3:12])[C:9]([OH:11])=O)=[CH:4][C:3]=1[C:13]([F:16])([F:15])[F:14].[F:17][C:18]1[CH:23]=[CH:22][C:21]([N:24]2[C:32]3[CH2:31][CH2:30][CH2:29][NH:28][C:27]=3[CH:26]=[N:25]2)=[CH:20][CH:19]=1.CCN(C(C)C)C(C)C. The catalyst is CN(C=O)C. The product is [Cl:1][C:2]1[CH:7]=[CH:6][C:5]([CH:8]([CH3:12])[C:9]([N:28]2[CH2:29][CH2:30][CH2:31][C:32]3[N:24]([C:21]4[CH:22]=[CH:23][C:18]([F:17])=[CH:19][CH:20]=4)[N:25]=[CH:26][C:27]2=3)=[O:11])=[CH:4][C:3]=1[C:13]([F:16])([F:15])[F:14]. The yield is 0.290.